Dataset: Reaction yield outcomes from USPTO patents with 853,638 reactions. Task: Predict the reaction yield, written as a fraction of the theoretical maximum amount of product (1.0 means a 100% yield; for example, 0.34 means a 34% yield). (1) The reactants are O.OC1C2N=NNC=2C=CC=1.[C:12]([O:16][C:17]([NH:19][C@H:20]([C:25]([OH:27])=O)[CH2:21][CH:22]([CH3:24])[CH3:23])=[O:18])([CH3:15])([CH3:14])[CH3:13].[NH2:28][C:29]1[CH:30]=[C:31]([CH:36]=[CH:37][C:38]=1[NH2:39])[C:32]([O:34][CH3:35])=[O:33].C(N(CC)CC)C. The catalyst is CN(C)C=O.O. The product is [CH3:35][O:34][C:32](=[O:33])[C:31]1[CH:36]=[CH:37][C:38]([NH2:39])=[C:29]([NH:28][C:25](=[O:27])[CH:20]([NH:19][C:17]([O:16][C:12]([CH3:13])([CH3:14])[CH3:15])=[O:18])[CH2:21][CH:22]([CH3:23])[CH3:24])[CH:30]=1. The yield is 0.400. (2) The reactants are [Cr](Cl)([O-])(=O)=O.[NH+]1C=CC=CC=1.S([O-])([O-])(=O)=O.[Mg+2].[CH3:18][C:19]1[O:23][N:22]=[C:21]([C:24]2[CH:29]=[CH:28][CH:27]=[CH:26][CH:25]=2)[C:20]=1[CH2:30][OH:31]. The catalyst is ClCCl.C(OCC)C. The product is [CH3:18][C:19]1[O:23][N:22]=[C:21]([C:24]2[CH:29]=[CH:28][CH:27]=[CH:26][CH:25]=2)[C:20]=1[CH:30]=[O:31]. The yield is 0.760.